From a dataset of Catalyst prediction with 721,799 reactions and 888 catalyst types from USPTO. Predict which catalyst facilitates the given reaction. (1) Reactant: [CH3:1][O:2][C:3]1[CH:4]=[C:5]([CH:8]=[C:9]([O:11][CH3:12])[CH:10]=1)[CH:6]=O.[C:13]([OH:19])(=[O:18])[CH2:14]C(O)=O.C([O-])(=O)C.[NH4+:24]. Product: [NH2:24][CH:6]([C:5]1[CH:4]=[C:3]([O:2][CH3:1])[CH:10]=[C:9]([O:11][CH3:12])[CH:8]=1)[CH2:14][C:13]([OH:19])=[O:18]. The catalyst class is: 14. (2) Reactant: [C:1]([C:3]1[C:12]2[C:7](=[CH:8][CH:9]=[CH:10][CH:11]=2)[C:6]([NH:13][C@H:14]([C@H:18]([OH:20])[CH3:19])[C:15]([OH:17])=O)=[CH:5][CH:4]=1)#[N:2].[C:21]([NH:29][NH2:30])(=[O:28])[C:22]1[CH:27]=[CH:26][CH:25]=[CH:24][CH:23]=1.O.ON1C2C=CC=CC=2N=N1.Cl.CN(C)CCCN=C=NCC.C(N(CC)CC)C. Product: [C:1]([C:3]1[C:12]2[C:7](=[CH:8][CH:9]=[CH:10][CH:11]=2)[C:6]([NH:13][C@H:14]([C@H:18]([OH:20])[CH3:19])[C:15]([NH:30][NH:29][C:21](=[O:28])[C:22]2[CH:27]=[CH:26][CH:25]=[CH:24][CH:23]=2)=[O:17])=[CH:5][CH:4]=1)#[N:2]. The catalyst class is: 1. (3) Reactant: [NH2:1][C:2]1[C:7]([N+:8]([O-:10])=[O:9])=[C:6](Cl)[C:5]([Br:12])=[CH:4][N:3]=1.[C:13]1([CH:19]([N:21]2[CH2:26][CH2:25][NH:24][CH2:23][CH2:22]2)[CH3:20])[CH:18]=[CH:17][CH:16]=[CH:15][CH:14]=1.C(N(C(C)C)CC)(C)C. Product: [Br:12][C:5]1[C:6]([N:24]2[CH2:25][CH2:26][N:21]([CH:19]([C:13]3[CH:18]=[CH:17][CH:16]=[CH:15][CH:14]=3)[CH3:20])[CH2:22][CH2:23]2)=[C:7]([N+:8]([O-:10])=[O:9])[C:2]([NH2:1])=[N:3][CH:4]=1. The catalyst class is: 32. (4) Reactant: Cl.[NH:2]1[CH:10]2[CH:5]([CH2:6][N:7]([C:11]([O:13][CH2:14][C:15]3[CH:20]=[CH:19][CH:18]=[CH:17][CH:16]=3)=[O:12])[CH2:8][CH2:9]2)[CH2:4][CH2:3]1.C=O.[BH3-][C:24]#N.[Na+]. Product: [CH3:24][N:2]1[CH:10]2[CH:5]([CH2:6][N:7]([C:11]([O:13][CH2:14][C:15]3[CH:20]=[CH:19][CH:18]=[CH:17][CH:16]=3)=[O:12])[CH2:8][CH2:9]2)[CH2:4][CH2:3]1. The catalyst class is: 5. (5) Reactant: [CH3:1][O:2][C:3]1[CH:8]=[CH:7][C:6]([N+:9]([O-])=O)=[CH:5][C:4]=1[CH2:12][CH2:13][N:14]([CH3:16])[CH3:15]. Product: [CH3:16][N:14]([CH3:15])[CH2:13][CH2:12][C:4]1[CH:5]=[C:6]([NH2:9])[CH:7]=[CH:8][C:3]=1[O:2][CH3:1]. The catalyst class is: 50. (6) Reactant: [CH3:1][C:2]1[CH:3]=[C:4]([CH:7]=[CH:8][CH:9]=1)[CH2:5]Cl.[H-].[Na+].[F:12][C:13]([F:22])([F:21])[CH2:14][CH2:15][CH:16]([C:19]#[N:20])[C:17]#[N:18]. Product: [CH3:1][C:2]1[CH:3]=[C:4]([CH:7]=[CH:8][CH:9]=1)[CH2:5][C:16]([CH2:15][CH2:14][C:13]([F:12])([F:21])[F:22])([C:17]#[N:18])[C:19]#[N:20]. The catalyst class is: 9. (7) The catalyst class is: 8. Product: [Cl:1][C:2]1[CH:7]=[CH:6][C:5]([O:8][CH2:13][CH2:12][C:11]([O:15][CH2:16][CH3:17])=[O:14])=[C:4]([CH3:9])[CH:3]=1. Reactant: [Cl:1][C:2]1[CH:7]=[CH:6][C:5]([OH:8])=[C:4]([CH3:9])[CH:3]=1.[Na].[C:11]([O:15][CH2:16][CH3:17])(=[O:14])[CH:12]=[CH2:13].